Dataset: Full USPTO retrosynthesis dataset with 1.9M reactions from patents (1976-2016). Task: Predict the reactants needed to synthesize the given product. (1) Given the product [C:13]([NH:4][C:5]1([C:10]([OH:12])=[O:11])[CH2:9][CH2:8][CH2:7][CH2:6]1)(=[O:18])[CH2:14][CH2:15][CH2:16][CH3:17], predict the reactants needed to synthesize it. The reactants are: [OH-].[Na+].Cl.[NH2:4][C:5]1([C:10]([OH:12])=[O:11])[CH2:9][CH2:8][CH2:7][CH2:6]1.[C:13](Cl)(=[O:18])[CH2:14][CH2:15][CH2:16][CH3:17]. (2) The reactants are: [C:1]1([CH2:7][CH2:8][N:9]([CH2:21][C:22]2[CH:31]=[CH:30][C:25]([C:26](OC)=[O:27])=[CH:24][CH:23]=2)[C:10]2[S:11][CH:12]=[C:13]([C:15]3[CH:20]=[CH:19][CH:18]=[CH:17][CH:16]=3)[N:14]=2)[CH:6]=[CH:5][CH:4]=[CH:3][CH:2]=1.C1(C)C=CC=CC=1.[H-].C([Al+]CC(C)C)C(C)C.O.O.O.O.O.O.O.O.O.O.[O-]S([O-])(=O)=O.[Na+].[Na+]. Given the product [C:1]1([CH2:7][CH2:8][N:9]([CH2:21][C:22]2[CH:23]=[CH:24][C:25]([CH2:26][OH:27])=[CH:30][CH:31]=2)[C:10]2[S:11][CH:12]=[C:13]([C:15]3[CH:20]=[CH:19][CH:18]=[CH:17][CH:16]=3)[N:14]=2)[CH:6]=[CH:5][CH:4]=[CH:3][CH:2]=1, predict the reactants needed to synthesize it. (3) Given the product [ClH:1].[ClH:43].[Cl:1][C:2]1[CH:10]=[CH:9][CH:8]=[C:7]2[C:3]=1[CH2:4][N:5]([C:11]([O:13][C@@H:14]1[CH2:18][C@@H:17]([C:19](=[O:35])[NH:20][C@:21]3([C:26](=[O:34])[NH:27][S:28]([CH:31]4[CH2:32][CH2:33]4)(=[O:30])=[O:29])[CH2:23][C@H:22]3[CH2:24][CH3:25])[NH:16][CH2:15]1)=[O:12])[CH2:6]2, predict the reactants needed to synthesize it. The reactants are: [Cl:1][C:2]1[CH:10]=[CH:9][CH:8]=[C:7]2[C:3]=1[CH2:4][N:5]([C:11]([O:13][C@@H:14]1[CH2:18][C@@H:17]([C:19](=[O:35])[NH:20][C@:21]3([C:26](=[O:34])[NH:27][S:28]([CH:31]4[CH2:33][CH2:32]4)(=[O:30])=[O:29])[CH2:23][C@H:22]3[CH2:24][CH3:25])[N:16](C(OC(C)(C)C)=O)[CH2:15]1)=[O:12])[CH2:6]2.[ClH:43].O1CCOCC1. (4) Given the product [N:3]1[CH:4]=[CH:5][CH:6]=[CH:7][C:2]=1[NH:1][CH2:10][CH2:9][C:8]([O:12][CH2:13][CH3:14])=[O:11], predict the reactants needed to synthesize it. The reactants are: [NH2:1][C:2]1[CH:7]=[CH:6][CH:5]=[CH:4][N:3]=1.[C:8]([O:12][CH2:13][CH3:14])(=[O:11])[CH:9]=[CH2:10]. (5) Given the product [CH3:34][C:35]1[CH:30]=[CH:31][C:32]([Cl:14])=[CH:17][C:18]=1[C:19]1[N:20]=[C:8]([C:7]2[CH:6]=[CH:5][C:4]([CH2:3][CH:2]([CH3:1])[CH3:13])=[CH:12][CH:11]=2)[O:10][N:38]=1, predict the reactants needed to synthesize it. The reactants are: [CH3:1][CH:2]([CH3:13])[CH2:3][C:4]1[CH:12]=[CH:11][C:7]([C:8]([OH:10])=O)=[CH:6][CH:5]=1.[ClH:14].CN(C)[CH2:17][CH2:18][CH2:19][N:20]=C=NCC.ON1[C:31]2[CH:32]=C[CH:34]=[CH:35][C:30]=2N=N1.C(#[N:38])C. (6) Given the product [CH2:1]([O:5][CH2:6][CH2:7][O:8][C:9]1[CH:10]=[CH:11][C:12]([C:15]2[CH:16]=[CH:17][C:18]3[N:24]([CH2:25][CH:26]([CH3:27])[CH3:28])[CH2:23][CH2:22][C:21]([C:29]([NH:31][C:32]4[CH:33]=[CH:34][C:35]([S:38]([CH2:39][C:40]5[N:44]([CH2:45][CH2:46][CH2:47][CH3:48])[CH:43]=[N:42][N:41]=5)=[O:58])=[CH:36][CH:37]=4)=[O:30])=[CH:20][C:19]=3[CH:49]=2)=[CH:13][CH:14]=1)[CH2:2][CH2:3][CH3:4], predict the reactants needed to synthesize it. The reactants are: [CH2:1]([O:5][CH2:6][CH2:7][O:8][C:9]1[CH:14]=[CH:13][C:12]([C:15]2[CH:16]=[CH:17][C:18]3[N:24]([CH2:25][CH:26]([CH3:28])[CH3:27])[CH2:23][CH2:22][C:21]([C:29]([NH:31][C:32]4[CH:37]=[CH:36][C:35]([S:38][CH2:39][C:40]5[N:44]([CH2:45][CH2:46][CH2:47][CH3:48])[CH:43]=[N:42][N:41]=5)=[CH:34][CH:33]=4)=[O:30])=[CH:20][C:19]=3[CH:49]=2)=[CH:11][CH:10]=1)[CH2:2][CH2:3][CH3:4].ClC1C=CC=C(C(OO)=[O:58])C=1.S([O-])([O-])(=O)=S.[Na+].[Na+]. (7) The reactants are: [NH2:1][C:2]1[CH:3]=[CH:4][C:5]([O:24][CH2:25][CH2:26][CH3:27])=[C:6]([C:8]2[NH:13][C:12](=[O:14])[C:11]3=[C:15]([CH3:23])[N:16]=[C:17]([CH:18]4[CH2:22][CH2:21][CH2:20][CH2:19]4)[N:10]3[N:9]=2)[CH:7]=1.[F:28][C:29]1[CH:34]=[CH:33][C:32]([S:35]([N:38]=[C:39]=[O:40])(=[O:37])=[O:36])=[CH:31][CH:30]=1. Given the product [CH:18]1([C:17]2[N:10]3[C:11]([C:12](=[O:14])[NH:13][C:8]([C:6]4[CH:7]=[C:2]([NH:1][C:39]([NH:38][S:35]([C:32]5[CH:33]=[CH:34][C:29]([F:28])=[CH:30][CH:31]=5)(=[O:36])=[O:37])=[O:40])[CH:3]=[CH:4][C:5]=4[O:24][CH2:25][CH2:26][CH3:27])=[N:9]3)=[C:15]([CH3:23])[N:16]=2)[CH2:22][CH2:21][CH2:20][CH2:19]1, predict the reactants needed to synthesize it.